From a dataset of NCI-60 drug combinations with 297,098 pairs across 59 cell lines. Regression. Given two drug SMILES strings and cell line genomic features, predict the synergy score measuring deviation from expected non-interaction effect. (1) Drug 1: CN(C)N=NC1=C(NC=N1)C(=O)N. Drug 2: CN(CCCl)CCCl.Cl. Cell line: HOP-92. Synergy scores: CSS=2.39, Synergy_ZIP=-6.97, Synergy_Bliss=-11.2, Synergy_Loewe=-27.4, Synergy_HSA=-10.4. (2) Drug 1: CC1=C(C=C(C=C1)NC2=NC=CC(=N2)N(C)C3=CC4=NN(C(=C4C=C3)C)C)S(=O)(=O)N.Cl. Drug 2: CC12CCC(CC1=CCC3C2CCC4(C3CC=C4C5=CN=CC=C5)C)O. Cell line: SF-295. Synergy scores: CSS=8.59, Synergy_ZIP=-2.53, Synergy_Bliss=-2.89, Synergy_Loewe=-1.51, Synergy_HSA=-1.60. (3) Drug 1: C1CC(=O)NC(=O)C1N2CC3=C(C2=O)C=CC=C3N. Drug 2: C1=NC2=C(N1)C(=S)N=C(N2)N. Cell line: SF-539. Synergy scores: CSS=25.0, Synergy_ZIP=-1.54, Synergy_Bliss=-2.24, Synergy_Loewe=-2.84, Synergy_HSA=-0.119. (4) Drug 1: C1=CN(C(=O)N=C1N)C2C(C(C(O2)CO)O)(F)F. Drug 2: CN1C(=O)N2C=NC(=C2N=N1)C(=O)N. Cell line: SK-OV-3. Synergy scores: CSS=35.9, Synergy_ZIP=9.47, Synergy_Bliss=6.36, Synergy_Loewe=-66.9, Synergy_HSA=0.528.